This data is from Reaction yield outcomes from USPTO patents with 853,638 reactions. The task is: Predict the reaction yield, written as a fraction of the theoretical maximum amount of product (1.0 means a 100% yield; for example, 0.34 means a 34% yield). (1) The reactants are [Cl:1][C:2]1[CH:7]=[CH:6][C:5]([CH2:8][C:9]([O:11][CH3:12])=[O:10])=[CH:4][CH:3]=1.[CH2:13]=[O:14].Cl. The catalyst is CS(C)=O.C[O-].[Na+]. The product is [Cl:1][C:2]1[CH:3]=[CH:4][C:5]([CH:8]([CH2:13][OH:14])[C:9]([O:11][CH3:12])=[O:10])=[CH:6][CH:7]=1. The yield is 0.920. (2) The reactants are [CH2:1]1[CH:5]2[CH2:6][NH:7][CH2:8][CH:4]2[CH2:3][N:2]1[C:9]1[CH:14]=[C:13]([O:15][CH3:16])[N:12]=[C:11]([N:17]([CH3:19])[CH3:18])[N:10]=1.[F:20][C:21]1[CH:29]=[CH:28][CH:27]=[C:26]([N:30]2[N:34]=[CH:33][CH:32]=[N:31]2)[C:22]=1[C:23](O)=[O:24].CN(C(ON1N=NC2C=CC=NC1=2)=[N+](C)C)C.F[P-](F)(F)(F)(F)F.CCN(C(C)C)C(C)C. The catalyst is C(OCC)(=O)C.CN(C=O)C. The product is [F:20][C:21]1[CH:29]=[CH:28][CH:27]=[C:26]([N:30]2[N:34]=[CH:33][CH:32]=[N:31]2)[C:22]=1[C:23]([N:7]1[CH2:6][CH:5]2[CH2:1][N:2]([C:9]3[CH:14]=[C:13]([O:15][CH3:16])[N:12]=[C:11]([N:17]([CH3:18])[CH3:19])[N:10]=3)[CH2:3][CH:4]2[CH2:8]1)=[O:24]. The yield is 0.815.